The task is: Predict the reaction yield, written as a fraction of the theoretical maximum amount of product (1.0 means a 100% yield; for example, 0.34 means a 34% yield).. This data is from Reaction yield outcomes from USPTO patents with 853,638 reactions. (1) The reactants are [Cl:1][C:2]1[N:10]=[C:9]2[C:5]([N:6]=[CH:7][NH:8]2)=[C:4]([N:11]2[CH2:15][CH2:14][C:13]([F:17])([F:16])[CH2:12]2)[N:3]=1.[H-].[Na+].[CH2:20](Br)[C:21]1[CH:26]=[CH:25][CH:24]=[CH:23][CH:22]=1. The catalyst is CN(C=O)C. The product is [CH2:20]([N:8]1[CH:7]=[N:6][C:5]2[C:9]1=[N:10][C:2]([Cl:1])=[N:3][C:4]=2[N:11]1[CH2:15][CH2:14][C:13]([F:17])([F:16])[CH2:12]1)[C:21]1[CH:26]=[CH:25][CH:24]=[CH:23][CH:22]=1. The yield is 0.590. (2) The reactants are C[O:2][C:3](=[O:28])[CH2:4][NH:5][C:6]1[CH:27]=[CH:26][C:9]2[C:10]3[N:14]([CH2:15][CH2:16][O:17][C:8]=2[CH:7]=1)[CH:13]=[C:12]([C:18]1[N:19]([CH:23]([CH3:25])[CH3:24])[N:20]=[CH:21][N:22]=1)[N:11]=3.O.[OH-].[Li+:31]. The catalyst is O1CCOCC1.O. The product is [Li+:31].[CH:23]([N:19]1[C:18]([C:12]2[N:11]=[C:10]3[N:14]([CH2:15][CH2:16][O:17][C:8]4[CH:7]=[C:6]([NH:5][CH2:4][C:3]([O-:28])=[O:2])[CH:27]=[CH:26][C:9]=43)[CH:13]=2)=[N:22][CH:21]=[N:20]1)([CH3:25])[CH3:24]. The yield is 0.810.